This data is from Catalyst prediction with 721,799 reactions and 888 catalyst types from USPTO. The task is: Predict which catalyst facilitates the given reaction. (1) Reactant: [Br:1][C:2]1[CH:3]=[C:4]([NH2:18])[C:5]([NH:9][CH2:10][C@H:11]2[CH2:15][O:14][C:13]([CH3:17])([CH3:16])[O:12]2)=[N:6][C:7]=1[CH3:8].N1([C:24](N2C=CN=C2)=[O:25])C=CN=C1.C1COCC1. Product: [Br:1][C:2]1[CH:3]=[C:4]2[NH:18][C:24](=[O:25])[N:9]([CH2:10][C@H:11]3[CH2:15][O:14][C:13]([CH3:16])([CH3:17])[O:12]3)[C:5]2=[N:6][C:7]=1[CH3:8]. The catalyst class is: 6. (2) Reactant: ClC1C=CC([C:10]2[CH2:14][C:13]([C:19]3[CH:24]=[C:23]([Cl:25])[CH:22]=[C:21]([Cl:26])[CH:20]=3)([C:15]([F:18])([F:17])[F:16])[O:12][N:11]=2)=CC=1CN.C([N:29]([CH2:32][CH3:33])CC)C.[F:41][C:40]([F:43])([F:42])[C:39](O[C:39](=[O:44])[C:40]([F:43])([F:42])[F:41])=[O:44].C(=O)([O-])O.[Na+]. Product: [Cl:25][C:23]1[CH:22]=[CH:21][CH:20]=[CH:19][C:33]=1[CH:32]([C:10]1[CH2:14][C:13]([C:19]2[CH:24]=[C:23]([Cl:25])[CH:22]=[C:21]([Cl:26])[CH:20]=2)([C:15]([F:17])([F:18])[F:16])[O:12][N:11]=1)[NH:29][C:39](=[O:44])[C:40]([F:41])([F:42])[F:43]. The catalyst class is: 7. (3) Reactant: N([C:3]([O:5][CH:6](C)[CH3:8])=[O:4])=N[C:3]([O:5][CH:6]([CH3:8])C)=[O:4].[C:15]1(P(C2C=CC=CC=2)C2C=CC=CC=2)C=CC=CC=1.[C:34](O)(=O)[C:35]1[CH:40]=C[CH:38]=[CH:37][CH:36]=1. Product: [CH3:8][CH2:6][O:5][C:3]([CH3:15])=[O:4].[CH3:38][CH2:37][CH2:36][CH:35]([CH3:40])[CH3:34]. The catalyst class is: 1. (4) Reactant: C([O:8][C:9]1[CH:14]=[CH:13][C:12]([C:15]2([C:21]3[CH:26]=[CH:25][CH:24]=[CH:23][CH:22]=3)[CH2:20][CH:19]=[CH:18][CH2:17][O:16]2)=[CH:11][CH:10]=1)C1C=CC=CC=1. Product: [C:21]1([C:15]2([C:12]3[CH:11]=[CH:10][C:9]([OH:8])=[CH:14][CH:13]=3)[CH2:20][CH2:19][CH2:18][CH2:17][O:16]2)[CH:22]=[CH:23][CH:24]=[CH:25][CH:26]=1. The catalyst class is: 381. (5) Reactant: [CH3:1][C:2]1[O:6][C:5]([C:7]2[CH:8]=[CH:9][C:10]3[O:14][CH:13]=[C:12]([C:15]#N)[C:11]=3[CH:17]=2)=[N:4][N:3]=1.C(O)=[O:19]. Product: [CH3:1][C:2]1[O:6][C:5]([C:7]2[CH:8]=[CH:9][C:10]3[O:14][CH:13]=[C:12]([CH:15]=[O:19])[C:11]=3[CH:17]=2)=[N:4][N:3]=1. The catalyst class is: 769.